This data is from Reaction yield outcomes from USPTO patents with 853,638 reactions. The task is: Predict the reaction yield, written as a fraction of the theoretical maximum amount of product (1.0 means a 100% yield; for example, 0.34 means a 34% yield). (1) The reactants are C(C1C=C(NC(=O)C[CH2:17][CH2:18][C:19]2[CH:24]=[CH:23][C:22]([B:25]([OH:27])[OH:26])=[CH:21][CH:20]=2)C=CC=1S(CC)(=O)=O)#N.BrC1C=CC(C[CH2:35][N:36](C)[C:37](=[O:46])[O:38][CH2:39][C:40]2[CH:45]=[CH:44][CH:43]=[CH:42][CH:41]=2)=CC=1. No catalyst specified. The product is [CH2:39]([O:38][C:37]([N:36]([CH3:35])[CH2:17][CH2:18][C:19]1[CH:20]=[CH:21][C:22]([B:25]([OH:26])[OH:27])=[CH:23][CH:24]=1)=[O:46])[C:40]1[CH:45]=[CH:44][CH:43]=[CH:42][CH:41]=1. The yield is 0.740. (2) The reactants are [NH2:1][CH2:2][CH2:3][CH2:4][CH2:5][CH2:6][NH2:7].C(N(CC)C(C)C)(C)C.C([O:19][C:20]([C:22]1[N:27]2[C:28]([C:31](=[O:36])C(Cl)(Cl)Cl)=[CH:29][N:30]=[C:26]2[CH:25]=[CH:24][CH:23]=1)=O)C.C1C=CC(N([S:44]([C:47]([F:50])([F:49])[F:48])(=[O:46])=[O:45])[S:44]([C:47]([F:50])([F:49])[F:48])(=[O:46])=[O:45])=CC=1. The catalyst is C(#N)C. The product is [F:48][C:47]([F:50])([F:49])[S:44]([NH:1][CH2:2][CH2:3][CH2:4][CH2:5][CH2:6][N:7]1[C:20](=[O:19])[C:22]2[N:27]3[C:28](=[CH:29][N:30]=[C:26]3[CH:25]=[CH:24][CH:23]=2)[C:31]1=[O:36])(=[O:46])=[O:45]. The yield is 0.360. (3) The reactants are Br[C:2]1[N:7]=[C:6]([CH3:8])[C:5]([CH:9]=[O:10])=[CH:4][CH:3]=1.[Br:11][C:12]1[CH:17]=[CH:16][C:15]([OH:18])=[C:14]([F:19])[CH:13]=1.C([O-])([O-])=O.[K+].[K+]. The catalyst is CN(C=O)C. The product is [Br:11][C:12]1[CH:17]=[CH:16][C:15]([O:18][C:2]2[N:7]=[C:6]([CH3:8])[C:5]([CH:9]=[O:10])=[CH:4][CH:3]=2)=[C:14]([F:19])[CH:13]=1. The yield is 0.650. (4) The reactants are I([O-])(=O)(=O)=O.[Na+].C([O-])(=O)C.[NH4+].[Cl:12][C:13]1[CH:14]=[C:15]([CH2:28][C:29]([O:31][CH3:32])=[O:30])[CH:16]=[CH:17][C:18]=1[B:19]1[O:23]C(C)(C)C(C)(C)[O:20]1. The catalyst is CC(C)=O.O. The product is [Cl:12][C:13]1[CH:14]=[C:15]([CH2:28][C:29]([O:31][CH3:32])=[O:30])[CH:16]=[CH:17][C:18]=1[B:19]([OH:20])[OH:23]. The yield is 0.940. (5) No catalyst specified. The product is [Br:1][C:2]1[CH:3]=[C:4]([NH:10][S:19]([C:16]2[CH:15]=[CH:14][C:13]([O:12][CH3:11])=[CH:18][CH:17]=2)(=[O:21])=[O:20])[C:5]([CH2:8][CH3:9])=[N:6][CH:7]=1. The yield is 0.750. The reactants are [Br:1][C:2]1[CH:3]=[C:4]([NH2:10])[C:5]([CH2:8][CH3:9])=[N:6][CH:7]=1.[CH3:11][O:12][C:13]1[CH:18]=[CH:17][C:16]([S:19](Cl)(=[O:21])=[O:20])=[CH:15][CH:14]=1. (6) The reactants are [F:1][C:2]1[C:11]([OH:12])=[C:10]2[C:5]([CH:6]=[CH:7][C:8]([O:13][CH3:14])=[N:9]2)=[CH:4][CH:3]=1.C1C(=O)N([Br:22])C(=O)C1. The catalyst is C1COCC1. The product is [Br:22][C:4]1[CH:3]=[C:2]([F:1])[C:11]([OH:12])=[C:10]2[C:5]=1[CH:6]=[CH:7][C:8]([O:13][CH3:14])=[N:9]2. The yield is 0.860. (7) The product is [I:1][C:2]1[CH:3]=[C:4]([CH:7]=[CH:8][CH:9]=1)[CH:5]=[O:6]. The reactants are [I:1][C:2]1[CH:3]=[C:4]([CH:7]=[CH:8][CH:9]=1)[CH2:5][OH:6].C[N+]1([O-])CCOCC1.C(OCC)(=O)C. The catalyst is ClCCl.C(#N)C.CCCCCC.[Ru]([O-])(=O)(=O)=O.C([N+](CCC)(CCC)CCC)CC. The yield is 0.800. (8) The reactants are [CH3:1][O:2][C:3]([C:5]1[S:9][C:8]([N:10]2[CH2:15][CH2:14][NH:13][CH2:12][CH2:11]2)=[N:7][CH:6]=1)=[O:4].[F:16][C:17]([F:29])([F:28])[C:18]1[CH:23]=[CH:22][C:21]([S:24](Cl)(=[O:26])=[O:25])=[CH:20][CH:19]=1.C(N(CC)CC)C.O. The catalyst is ClCCl. The product is [CH3:1][O:2][C:3]([C:5]1[S:9][C:8]([N:10]2[CH2:11][CH2:12][N:13]([S:24]([C:21]3[CH:20]=[CH:19][C:18]([C:17]([F:16])([F:28])[F:29])=[CH:23][CH:22]=3)(=[O:26])=[O:25])[CH2:14][CH2:15]2)=[N:7][CH:6]=1)=[O:4]. The yield is 0.869. (9) The reactants are [Cl:1][C:2]1[N:7]=[C:6]([C:8]2[NH:9][C:10]3[C:15]([CH:16]=2)=[CH:14][C:13]([F:17])=[CH:12][CH:11]=3)[C:5]([NH2:18])=[CH:4][CH:3]=1.[CH2:19](OC(OCC)OCC)C.Cl.CO. The catalyst is O. The product is [Cl:1][C:2]1[CH:3]=[CH:4][C:5]2[N:18]=[CH:19][N:9]3[C:10]4[CH:11]=[CH:12][C:13]([F:17])=[CH:14][C:15]=4[CH:16]=[C:8]3[C:6]=2[N:7]=1. The yield is 0.865.